This data is from Peptide-MHC class I binding affinity with 185,985 pairs from IEDB/IMGT. The task is: Regression. Given a peptide amino acid sequence and an MHC pseudo amino acid sequence, predict their binding affinity value. This is MHC class I binding data. (1) The peptide sequence is SQGRGWFLL. The MHC is HLA-A69:01 with pseudo-sequence HLA-A69:01. The binding affinity (normalized) is 0.0847. (2) The peptide sequence is IYTVIYYIF. The MHC is HLA-A31:01 with pseudo-sequence HLA-A31:01. The binding affinity (normalized) is 0.0847. (3) The peptide sequence is KSYSLIRPK. The MHC is HLA-A02:01 with pseudo-sequence HLA-A02:01. The binding affinity (normalized) is 0. (4) The binding affinity (normalized) is 0.552. The peptide sequence is RSLYNTIATLY. The MHC is HLA-B57:01 with pseudo-sequence HLA-B57:01. (5) The peptide sequence is TCQGSDDIR. The binding affinity (normalized) is 0.131. The MHC is HLA-A33:01 with pseudo-sequence HLA-A33:01.